Dataset: Forward reaction prediction with 1.9M reactions from USPTO patents (1976-2016). Task: Predict the product of the given reaction. (1) Given the reactants [F:1][C:2]1[CH:7]=[CH:6][C:5]([C@@H:8]2[CH2:13][CH2:12][N:11]([C:14]([O:16][C:17]([CH3:20])([CH3:19])[CH3:18])=[O:15])[CH2:10][C@H:9]2[OH:21])=[CH:4][CH:3]=1.[H-].[Na+].[CH3:24][O:25][C:26]1[CH:50]=[C:49]([O:51][CH3:52])[CH:48]=[CH:47][C:27]=1[CH2:28][N:29]([C:42]1[S:46][N:45]=[CH:44][N:43]=1)[S:30]([C:33]1[CH:38]=[C:37]([F:39])[C:36](F)=[CH:35][C:34]=1[F:41])(=[O:32])=[O:31], predict the reaction product. The product is: [CH3:24][O:25][C:26]1[CH:50]=[C:49]([O:51][CH3:52])[CH:48]=[CH:47][C:27]=1[CH2:28][N:29]([C:42]1[S:46][N:45]=[CH:44][N:43]=1)[S:30]([C:33]1[C:34]([F:41])=[CH:35][C:36]([O:21][C@H:9]2[C@H:8]([C:5]3[CH:4]=[CH:3][C:2]([F:1])=[CH:7][CH:6]=3)[CH2:13][CH2:12][N:11]([C:14]([O:16][C:17]([CH3:18])([CH3:20])[CH3:19])=[O:15])[CH2:10]2)=[C:37]([F:39])[CH:38]=1)(=[O:32])=[O:31]. (2) The product is: [Br:1][C:2]1[C:3](=[O:33])[N:4]([C:19]2[CH:28]=[C:27]([C:29]([NH:31][CH3:32])=[O:30])[CH:26]=[CH:25][C:20]=2[C:21]([OH:23])=[O:22])[C:5]([CH3:18])=[CH:6][C:7]=1[O:8][CH2:9][C:10]1[CH:15]=[CH:14][C:13]([F:16])=[CH:12][C:11]=1[F:17]. Given the reactants [Br:1][C:2]1[C:3](=[O:33])[N:4]([C:19]2[CH:28]=[C:27]([C:29]([NH:31][CH3:32])=[O:30])[CH:26]=[CH:25][C:20]=2[C:21]([O:23]C)=[O:22])[C:5]([CH3:18])=[CH:6][C:7]=1[O:8][CH2:9][C:10]1[CH:15]=[CH:14][C:13]([F:16])=[CH:12][C:11]=1[F:17].[OH-].[Na+].Cl.C(#N)C.O, predict the reaction product. (3) Given the reactants [F:1][C:2]1[CH:7]=[CH:6][C:5]([C:8](=O)[C:9]([OH:11])=O)=[CH:4][CH:3]=1.C(N(CC)CC)C.ClC(OCC)=O.[NH2:26][C:27]1[CH:28]=[C:29]([CH:34]=[CH:35][C:36]=1[NH2:37])[C:30]([O:32][CH3:33])=[O:31], predict the reaction product. The product is: [F:1][C:2]1[CH:3]=[CH:4][C:5]([C:8]2[C:9](=[O:11])[NH:26][C:27]3[C:36](=[CH:35][CH:34]=[C:29]([C:30]([O:32][CH3:33])=[O:31])[CH:28]=3)[N:37]=2)=[CH:6][CH:7]=1. (4) Given the reactants [CH3:1][CH:2]1[CH2:7][CH:6]([C:8]2[O:9][C:10]([CH3:13])=[N:11][N:12]=2)[CH2:5][CH2:4][N:3]1C(OC(C)(C)C)=O.C(O)(C(F)(F)F)=O, predict the reaction product. The product is: [CH3:13][C:10]1[O:9][C:8]([CH:6]2[CH2:5][CH2:4][NH:3][CH:2]([CH3:1])[CH2:7]2)=[N:12][N:11]=1.